Dataset: Full USPTO retrosynthesis dataset with 1.9M reactions from patents (1976-2016). Task: Predict the reactants needed to synthesize the given product. (1) Given the product [C:25]([C:29]1[CH:37]=[CH:36][CH:35]=[CH:34][C:30]=1[C:31]([NH:1][C:2]1[CH:7]=[CH:6][C:5]([N:8]2[C:14](=[O:15])[CH2:13][C:12](=[O:16])[NH:11][C:10]3[C:17]4[C:22]([CH:23]=[CH:24][C:9]2=3)=[CH:21][CH:20]=[CH:19][CH:18]=4)=[CH:4][CH:3]=1)=[O:32])([CH3:28])([CH3:26])[CH3:27], predict the reactants needed to synthesize it. The reactants are: [NH2:1][C:2]1[CH:7]=[CH:6][C:5]([N:8]2[C:14](=[O:15])[CH2:13][C:12](=[O:16])[NH:11][C:10]3[C:17]4[C:22]([CH:23]=[CH:24][C:9]2=3)=[CH:21][CH:20]=[CH:19][CH:18]=4)=[CH:4][CH:3]=1.[C:25]([C:29]1[CH:37]=[CH:36][CH:35]=[CH:34][C:30]=1[C:31](Cl)=[O:32])([CH3:28])([CH3:27])[CH3:26].CC1C(C)=CC=CC=1C(NC1C=CC(N2C(=O)CC(=O)NC3C4C(C=CC2=3)=CC=CC=4)=CC=1OC)=O. (2) The reactants are: [NH2:1][C:2]1[C:10]([Cl:11])=[CH:9][C:8]([Cl:12])=[CH:7][C:3]=1[C:4]([OH:6])=O.N1[CH:17]=[CH:16]N=C1.C(Cl)(=O)C.Cl.[NH2:23][CH:24]1[CH2:29][CH2:28][C:27](=[O:30])[NH:26][C:25]1=[O:31].P(OC1C=CC=CC=1)(OC1C=CC=CC=1)OC1C=CC=CC=1. Given the product [Cl:12][C:8]1[CH:7]=[C:3]2[C:2](=[C:10]([Cl:11])[CH:9]=1)[N:1]=[C:16]([CH3:17])[N:23]([CH:24]1[CH2:29][CH2:28][C:27](=[O:30])[NH:26][C:25]1=[O:31])[C:4]2=[O:6], predict the reactants needed to synthesize it. (3) Given the product [C:13]([O:17][C:18]([NH:20][C@@H:21]([CH2:26][C:27]1[CH:32]=[CH:31][C:30]([C:7]2[S:6](=[O:11])(=[O:12])[N:5]([C:1]([CH3:4])([CH3:2])[CH3:3])[C:9](=[O:10])[CH:8]=2)=[C:29]([Cl:34])[CH:28]=1)[C:22]([O:24][CH3:25])=[O:23])=[O:19])([CH3:16])([CH3:14])[CH3:15], predict the reactants needed to synthesize it. The reactants are: [C:1]([N:5]1[C:9](=[O:10])[CH:8]=[CH:7][S:6]1(=[O:12])=[O:11])([CH3:4])([CH3:3])[CH3:2].[C:13]([O:17][C:18]([NH:20][C@@H:21]([CH2:26][C:27]1[CH:32]=[CH:31][C:30](I)=[C:29]([Cl:34])[CH:28]=1)[C:22]([O:24][CH3:25])=[O:23])=[O:19])([CH3:16])([CH3:15])[CH3:14].C(N(CC)CC)C. (4) The reactants are: [CH3:1][N:2]1[CH:6]=[CH:5][C:4]([NH:7][C:8]([C:10]2[C:15](Br)=[CH:14][CH:13]=[C:12]([CH3:17])[N:11]=2)=[O:9])=[N:3]1.[NH2:18][C:19]1[C:20]([CH3:25])=[N:21][CH:22]=[N:23][CH:24]=1. Given the product [CH3:1][N:2]1[CH:6]=[CH:5][C:4]([NH:7][C:8]([C:10]2[C:15]([NH:18][C:19]3[C:20]([CH3:25])=[N:21][CH:22]=[N:23][CH:24]=3)=[CH:14][CH:13]=[C:12]([CH3:17])[N:11]=2)=[O:9])=[N:3]1, predict the reactants needed to synthesize it.